This data is from Forward reaction prediction with 1.9M reactions from USPTO patents (1976-2016). The task is: Predict the product of the given reaction. (1) Given the reactants [C:1]([C:5]1[CH:10]=[CH:9][C:8]([OH:11])=[CH:7][CH:6]=1)([CH3:4])([CH3:3])[CH3:2].CO.O.C(Cl)[Cl:16], predict the reaction product. The product is: [C:1]([C:5]1[CH:6]=[CH:7][C:8]([OH:11])=[C:9]([Cl:16])[CH:10]=1)([CH3:4])([CH3:2])[CH3:3]. (2) Given the reactants [F:1][C:2]1[CH:7]=[CH:6][C:5]([N:8]2[CH:11]([C:12]3[CH:17]=[CH:16][C:15]([OH:18])=[CH:14][CH:13]=3)[CH:10]([CH2:19][CH2:20][CH:21]([C:23]3[CH:28]=[CH:27][C:26]([F:29])=[CH:25][CH:24]=3)[OH:22])[C:9]2=[O:30])=[CH:4][CH:3]=1.[Br:31][CH2:32][C:33]1[CH:38]=[CH:37][CH:36]=[C:35]([CH2:39]Br)[CH:34]=1.C(=O)([O-])[O-].[K+].[K+], predict the reaction product. The product is: [Br:31][CH2:32][C:33]1[CH:34]=[C:35]([CH:36]=[CH:37][CH:38]=1)[CH2:39][O:18][C:15]1[CH:14]=[CH:13][C:12]([CH:11]2[N:8]([C:5]3[CH:4]=[CH:3][C:2]([F:1])=[CH:7][CH:6]=3)[C:9](=[O:30])[CH:10]2[CH2:19][CH2:20][CH:21]([C:23]2[CH:24]=[CH:25][C:26]([F:29])=[CH:27][CH:28]=2)[OH:22])=[CH:17][CH:16]=1. (3) Given the reactants [CH3:1][NH:2][C:3]1[C:8]([CH2:9][OH:10])=[CH:7][N:6]=[C:5]([S:11][CH3:12])[N:4]=1, predict the reaction product. The product is: [CH3:1][NH:2][C:3]1[C:8]([CH:9]=[O:10])=[CH:7][N:6]=[C:5]([S:11][CH3:12])[N:4]=1. (4) The product is: [Cl:1][C:2]1[CH:3]=[CH:4][C:5]2[N:11]3[C:12]([CH:15]=[O:46])=[CH:13][CH:14]=[C:10]3[C@@H:9]([CH2:17][CH2:18][C:19]([N:21]3[CH2:22][CH2:23][CH:24]([CH2:27][C:28]([O:30][CH2:31][CH3:32])=[O:29])[CH2:25][CH2:26]3)=[O:20])[O:8][C@H:7]([C:33]3[CH:38]=[CH:37][CH:36]=[C:35]([O:39][CH3:40])[C:34]=3[O:41][CH3:42])[C:6]=2[CH:43]=1. Given the reactants [Cl:1][C:2]1[CH:3]=[CH:4][C:5]2[N:11]3[C:12]([C:15]#N)=[CH:13][CH:14]=[C:10]3[CH:9]([CH2:17][CH2:18][C:19]([N:21]3[CH2:26][CH2:25][CH:24]([CH2:27][C:28]([O:30][CH2:31][CH3:32])=[O:29])[CH2:23][CH2:22]3)=[O:20])[O:8][CH:7]([C:33]3[CH:38]=[CH:37][CH:36]=[C:35]([O:39][CH3:40])[C:34]=3[O:41][CH3:42])[C:6]=2[CH:43]=1.C(O)(=[O:46])C, predict the reaction product.